Predict the reactants needed to synthesize the given product. From a dataset of Full USPTO retrosynthesis dataset with 1.9M reactions from patents (1976-2016). (1) Given the product [CH3:17][N:15]([CH3:16])[S:12]([N:10]1[CH:11]=[C:7]([CH:5]2[C:4]3[CH:18]=[CH:19][CH:20]=[C:21]([N+:22]([O-:24])=[O:23])[C:3]=3[CH2:2][O:6]2)[N:8]=[CH:9]1)(=[O:14])=[O:13], predict the reactants needed to synthesize it. The reactants are: O[CH2:2][C:3]1[C:21]([N+:22]([O-:24])=[O:23])=[CH:20][CH:19]=[CH:18][C:4]=1[C:5]([C:7]1[N:8]=[CH:9][N:10]([S:12]([N:15]([CH3:17])[CH3:16])(=[O:14])=[O:13])[CH:11]=1)=[O:6].C([SiH](CC)CC)C. (2) Given the product [F:1][C:2]1[CH:3]=[CH:4][CH:5]=[C:6]2[C:10]=1[NH:9][N:8]=[C:7]2[I:11], predict the reactants needed to synthesize it. The reactants are: [F:1][C:2]1[CH:3]=[CH:4][CH:5]=[C:6]2[C:10]=1[NH:9][N:8]=[CH:7]2.[I:11]I.[OH-].[K+].S(=O)(O)[O-].[Na+]. (3) Given the product [OH:27][CH2:28][CH2:29][N:30]1[CH2:35][CH2:34][C@H:33]([NH:36][C:37](=[O:43])[O:38][C:39]([CH3:40])([CH3:41])[CH3:42])[C@H:32]([O:44][CH3:45])[CH2:31]1, predict the reactants needed to synthesize it. The reactants are: C(N(CC1C=CC=CC=1)[C@H]1CCN(CCO)C[C@H]1OC)C1C=CC=CC=1.[OH:27][CH2:28][CH2:29][N:30]1[CH2:35][CH2:34][C@@H:33]([NH:36][C:37](=[O:43])[O:38][C:39]([CH3:42])([CH3:41])[CH3:40])[C@@H:32]([O:44][CH3:45])[CH2:31]1. (4) Given the product [Cl:9][C:6]1[N:5]=[CH:4][C:3]([C:10]([N:12]2[CH2:17][CH2:16][CH:15]([C:18]3[CH:23]=[CH:22][C:21]([F:24])=[CH:20][CH:19]=3)[CH2:14][CH2:13]2)=[O:11])=[C:2]([NH:28][C:27]2[CH:29]=[CH:30][CH:31]=[C:32]([F:33])[C:26]=2[F:25])[C:7]=1[CH3:8], predict the reactants needed to synthesize it. The reactants are: Cl[C:2]1[C:7]([CH3:8])=[C:6]([Cl:9])[N:5]=[CH:4][C:3]=1[C:10]([N:12]1[CH2:17][CH2:16][CH:15]([C:18]2[CH:23]=[CH:22][C:21]([F:24])=[CH:20][CH:19]=2)[CH2:14][CH2:13]1)=[O:11].[F:25][C:26]1[C:32]([F:33])=[CH:31][CH:30]=[CH:29][C:27]=1[NH2:28]. (5) Given the product [CH3:1][O:2][C:3]1[N:8]=[CH:7][C:6]2[C:9](=[O:10])[N:16]3[CH2:17][C@H:18]([C:21]([O:23][CH3:24])=[O:22])[CH2:19][CH2:20][C@H:15]3[CH2:14][CH2:13][C:5]=2[CH:4]=1, predict the reactants needed to synthesize it. The reactants are: [CH3:1][O:2][C:3]1[N:8]=[CH:7][C:6]([C:9](OC)=[O:10])=[C:5]([CH2:13][CH2:14][C@H:15]2[CH2:20][CH2:19][C@H:18]([C:21]([O:23][CH3:24])=[O:22])[CH2:17][NH:16]2)[CH:4]=1.C[Al](C)C.